Task: Predict the reactants needed to synthesize the given product.. Dataset: Full USPTO retrosynthesis dataset with 1.9M reactions from patents (1976-2016) Given the product [OH:10][CH2:9][C:8]([C:5]1[CH:4]=[CH:3][C:2]([NH:1][C:15](=[O:16])[O:17][C:18]2[CH:23]=[CH:22][CH:21]=[CH:20][CH:19]=2)=[CH:7][CH:6]=1)([CH3:13])[CH2:11][OH:12], predict the reactants needed to synthesize it. The reactants are: [NH2:1][C:2]1[CH:7]=[CH:6][C:5]([C:8]([CH3:13])([CH2:11][OH:12])[CH2:9][OH:10])=[CH:4][CH:3]=1.Cl[C:15]([O:17][C:18]1[CH:23]=[CH:22][CH:21]=[CH:20][CH:19]=1)=[O:16].